The task is: Predict the reactants needed to synthesize the given product.. This data is from Full USPTO retrosynthesis dataset with 1.9M reactions from patents (1976-2016). (1) The reactants are: [CH3:1][N:2]([CH3:13])[CH2:3][CH2:4][CH2:5][CH2:6][CH2:7][CH2:8][CH2:9][CH2:10][CH2:11][CH3:12].[C:14](=[O:19])([O:17]C)[O:15][CH3:16]. Given the product [CH3:16][O:15][C:14](=[O:17])[O-:19].[CH3:1][N+:2]([CH3:14])([CH3:13])[CH2:3][CH2:4][CH2:5][CH2:6][CH2:7][CH2:8][CH2:9][CH2:10][CH2:11][CH3:12], predict the reactants needed to synthesize it. (2) Given the product [CH3:11][O:12][C:13]1[C:18]([C:19]([CH3:30])([CH3:29])[CH2:20][C:21]([OH:28])([CH:26]=[O:27])[C:22]([F:23])([F:25])[F:24])=[CH:17][CH:16]=[CH:15][C:14]=1[CH2:31][C:32]#[N:33], predict the reactants needed to synthesize it. The reactants are: C(Cl)(=O)C(Cl)=O.CS(C)=O.[CH3:11][O:12][C:13]1[C:18]([C:19]([CH3:30])([CH3:29])[CH2:20][C:21]([OH:28])([CH2:26][OH:27])[C:22]([F:25])([F:24])[F:23])=[CH:17][CH:16]=[CH:15][C:14]=1[CH2:31][C:32]#[N:33].C(N(CC)CC)C. (3) Given the product [CH2:1]([O:3][C:4]([CH:6]1[CH2:8][CH:7]1[CH2:9][C:10]1[N:18]2[C:13]([C:14]([NH2:19])=[N:15][CH:16]=[N:17]2)=[C:12]([C:32]2[CH:33]=[CH:34][C:35]3[C:30]([CH:31]=2)=[N:29][N:28]([CH2:21][C:22]2[CH:27]=[CH:26][CH:25]=[CH:24][CH:23]=2)[CH:36]=3)[CH:11]=1)=[O:5])[CH3:2], predict the reactants needed to synthesize it. The reactants are: [CH2:1]([O:3][C:4]([CH:6]1[CH2:8][CH:7]1[CH2:9][C:10]1[N:18]2[C:13]([C:14]([NH2:19])=[N:15][CH:16]=[N:17]2)=[C:12](Br)[CH:11]=1)=[O:5])[CH3:2].[CH2:21]([N:28]1[CH:36]=[C:35]2[C:30]([CH:31]=[C:32](B3OC(C)(C)C(C)(C)O3)[CH:33]=[CH:34]2)=[N:29]1)[C:22]1[CH:27]=[CH:26][CH:25]=[CH:24][CH:23]=1.C([O-])([O-])=O.[Na+].[Na+]. (4) Given the product [CH3:28][CH:29]([NH:5][CH2:6][C:7]1[CH:8]=[N:9][CH:10]=[C:11]([B:13]2[O:17][C:16]([CH3:18])([CH3:19])[C:15]([CH3:20])([CH3:21])[O:14]2)[CH:12]=1)[CH3:30], predict the reactants needed to synthesize it. The reactants are: C1(C[NH:5][CH2:6][C:7]2[CH:8]=[N:9][CH:10]=[C:11]([B:13]3[O:17][C:16]([CH3:19])([CH3:18])[C:15]([CH3:21])([CH3:20])[O:14]3)[CH:12]=2)CC1.C(S(N1CC[CH:30](C2C3C(=C(C(N)=O)C=C(C4C=NC=C(CNC(C)C)C=4)C=3)NC=2)[CH2:29][CH2:28]1)(=O)=O)C.C(N)(C)C.CC1(C)C(C)(C)OB(C2C=C(C=O)C=NC=2)O1.[BH3-]C#N.[Na+]. (5) Given the product [CH3:1][O:2][C:3]1[CH:8]=[CH:7][C:6]([N+:9]([O-:11])=[O:10])=[CH:5][C:4]=1[N:12]1[CH2:19][CH2:18][NH:17][CH2:16][CH2:15]1, predict the reactants needed to synthesize it. The reactants are: [CH3:1][O:2][C:3]1[CH:8]=[CH:7][C:6]([N+:9]([O-:11])=[O:10])=[CH:5][C:4]=1[NH2:12].Cl.Cl[CH2:15][CH2:16][NH:17][CH2:18][CH2:19]Cl.C(=O)([O-])[O-].[K+].[K+].